Regression. Given a peptide amino acid sequence and an MHC pseudo amino acid sequence, predict their binding affinity value. This is MHC class I binding data. From a dataset of Peptide-MHC class I binding affinity with 185,985 pairs from IEDB/IMGT. (1) The peptide sequence is PYLFWLAAI. The MHC is Patr-A0701 with pseudo-sequence Patr-A0701. The binding affinity (normalized) is 0.516. (2) The peptide sequence is ELKRQLADL. The MHC is HLA-A80:01 with pseudo-sequence HLA-A80:01. The binding affinity (normalized) is 0.0847. (3) The peptide sequence is MMLSPLVAL. The MHC is HLA-B39:01 with pseudo-sequence HLA-B39:01. The binding affinity (normalized) is 1.00. (4) The peptide sequence is HRDGKPRYL. The MHC is HLA-B40:01 with pseudo-sequence HLA-B40:01. The binding affinity (normalized) is 0.0847. (5) The peptide sequence is HLYNILNNI. The MHC is HLA-B08:01 with pseudo-sequence HLA-B08:01. The binding affinity (normalized) is 0.299.